From a dataset of Retrosynthesis with 50K atom-mapped reactions and 10 reaction types from USPTO. Predict the reactants needed to synthesize the given product. (1) Given the product O=C(O)C(F)(F)F, predict the reactants needed to synthesize it. The reactants are: CC(C)(C)OC(=O)N1CCC(N2CC[C@@H](Cc3c(Cl)cc(-c4ccc(F)cc4)cc3Cl)C2=O)CC1. (2) Given the product COc1ccc(-c2nc3ccc(/C=C/C(=O)O)cc3nc2-c2ccc(OC)cc2)cc1, predict the reactants needed to synthesize it. The reactants are: COC(=O)/C=C/c1ccc2nc(-c3ccc(OC)cc3)c(-c3ccc(OC)cc3)nc2c1. (3) The reactants are: C[S-].Cn1cc(CCl)c(=O)c2ccc(C(F)(F)F)cc21. Given the product CSCc1cn(C)c2cc(C(F)(F)F)ccc2c1=O, predict the reactants needed to synthesize it. (4) Given the product O[C@H]1CCC[C@@H](OCc2ccccc2)C1, predict the reactants needed to synthesize it. The reactants are: BrCc1ccccc1.O[C@H]1CCC[C@@H](O)C1. (5) Given the product CC(CCCc1ccc(F)cc1)C1=CC(O)(O)C2=C3CN(CC4CC4)CCC3C(C)(C)OC2=C1, predict the reactants needed to synthesize it. The reactants are: BrCC1CC1.CC(CCCc1ccc(F)cc1)C1=CC(O)(O)C2=C3CNCCC3C(C)(C)OC2=C1. (6) Given the product COc1ccc(C(=O)c2ccc(OCCBr)cc2)cc1, predict the reactants needed to synthesize it. The reactants are: BrCCOc1ccccc1.COc1ccc(C(=O)Cl)cc1. (7) Given the product Cc1ccc2c(/C=C3\Oc4c(ccc(O)c4CN4CCNCC4)C3=O)c[nH]c2n1, predict the reactants needed to synthesize it. The reactants are: Cc1ccc2c(/C=C3\Oc4c(ccc(O)c4CN4CCN(C(=O)OC(C)(C)C)CC4)C3=O)c[nH]c2n1. (8) Given the product CCOC(=O)C(O)c1ccc(C(F)(F)F)cc1, predict the reactants needed to synthesize it. The reactants are: CCOC(=O)C(=O)c1ccc(C(F)(F)F)cc1.